This data is from Full USPTO retrosynthesis dataset with 1.9M reactions from patents (1976-2016). The task is: Predict the reactants needed to synthesize the given product. (1) Given the product [F:12][C:13]1[CH:18]=[CH:17][C:16]([C:2]2[C:7]([O:35][CH2:34][CH2:33][O:32][CH3:31])=[N:6][CH:5]=[C:4]([CH:3]=2)[C:9]([NH:22][CH2:23][C@@H:24]2[CH2:29][CH2:28][CH2:27][CH2:26][C@@H:25]2[OH:30])=[O:11])=[CH:15][CH:14]=1, predict the reactants needed to synthesize it. The reactants are: Br[C:2]1[CH:3]=[C:4]([C:9]([OH:11])=O)[CH:5]=[N:6][C:7]=1Cl.[F:12][C:13]1[CH:18]=[CH:17][C:16](B(O)O)=[CH:15][CH:14]=1.[NH2:22][CH2:23][C@H:24]1[CH2:29][CH2:28][CH2:27][CH2:26][C@H:25]1[OH:30].[CH3:31][O:32][CH2:33][CH2:34][OH:35]. (2) Given the product [C:12]([C:9]1[CH:10]=[CH:11][CH:6]=[C:7]([C:16]([CH3:19])([CH3:18])[CH3:17])[CH:8]=1)([CH3:15])([CH3:14])[CH3:13], predict the reactants needed to synthesize it. The reactants are: CS(O[C:6]1[CH:11]=[CH:10][C:9]([C:12]([CH3:15])([CH3:14])[CH3:13])=[CH:8][C:7]=1[C:16]([CH3:19])([CH3:18])[CH3:17])(=O)=O.C(O)=O.[Cl-].[Li+].CO.